This data is from Catalyst prediction with 721,799 reactions and 888 catalyst types from USPTO. The task is: Predict which catalyst facilitates the given reaction. Reactant: [Br:1][C:2]1[CH:8]=[CH:7][C:5]([NH2:6])=[CH:4][CH:3]=1.N1C=CC=CC=1.[C:15](Cl)(=[O:18])[CH2:16][CH3:17].Cl. Product: [C:15]([NH:6][C:5]1[CH:7]=[CH:8][C:2]([Br:1])=[CH:3][CH:4]=1)(=[O:18])[CH2:16][CH3:17]. The catalyst class is: 11.